This data is from Catalyst prediction with 721,799 reactions and 888 catalyst types from USPTO. The task is: Predict which catalyst facilitates the given reaction. (1) Reactant: C(N1C=CN=C1)(N1C=CN=C1)=O.NCC1C=CC(C(N2CCCCC3SC=CC2=3)=O)=CC=1C.CCN(C(C)C)C(C)C.CN1CCCN(C(=O)[C@@H]2CSCN2)CC1.FC(F)(F)C(O)=O.[CH3:65][N:66]1[CH2:72][CH2:71][CH2:70][N:69]([C:73](=[O:102])[C@@H:74]2[CH2:78][S:77][CH2:76][N:75]2[C:79](=[O:101])[NH:80][CH2:81][C:82]2[CH:87]=[CH:86][C:85]([C:88]([N:90]3[CH2:96][CH2:95][CH2:94][CH2:93][C:92]4[S:97][CH:98]=[CH:99][C:91]3=4)=[O:89])=[CH:84][C:83]=2[CH3:100])[CH2:68][CH2:67]1. Product: [CH3:65][N:66]1[CH2:72][CH2:71][CH2:70][N:69]([C:73](=[O:102])[C@@H:74]2[CH2:78][S:77][CH2:76][N:75]2[C:79](=[O:101])[NH:80][CH2:81][C:82]2[CH:87]=[CH:86][C:85]([C:88]([N:90]3[CH2:96][CH2:95][CH2:94][CH2:93][C:92]4[S:97][CH:98]=[CH:99][C:91]3=4)=[O:89])=[CH:84][C:83]=2[CH3:100])[CH2:68][CH2:67]1. The catalyst class is: 3. (2) Reactant: [F:1][C:2]1[C:3]([C:9]2[N:13]([CH:14]3[CH2:19][CH2:18][O:17][CH2:16][CH2:15]3)[C:12]([CH3:20])=[N:11][CH:10]=2)=[N:4][C:5]([NH2:8])=[N:6][CH:7]=1.[Cl:21][C:22]1[C:34]([F:35])=[CH:33][C:25]([CH2:26][N:27]2[CH2:32][CH2:31][O:30][CH2:29][CH2:28]2)=[C:24]([F:36])[CH:23]=1.CC(C)([O-])C.[K+].C1(P(C2CCCCC2)C2C=CC=CC=2C2C(C(C)C)=CC(C(C)C)=CC=2C(C)C)CCCCC1. Product: [ClH:21].[F:35][C:34]1[CH:33]=[C:25]([CH2:26][N:27]2[CH2:28][CH2:29][O:30][CH2:31][CH2:32]2)[C:24]([F:36])=[CH:23][C:22]=1[NH:8][C:5]1[N:4]=[C:3]([C:9]2[N:13]([CH:14]3[CH2:19][CH2:18][O:17][CH2:16][CH2:15]3)[C:12]([CH3:20])=[N:11][CH:10]=2)[C:2]([F:1])=[CH:7][N:6]=1. The catalyst class is: 62. (3) Product: [Cl:29][C:27]1[C:26]([N+:30]([O-:32])=[O:31])=[CH:25][C:24]([OH:33])=[C:23]([NH:22][C:35]([NH:12][C:11]2[CH:10]=[CH:9][C:8]([CH2:7][C:4]3[CH:5]=[CH:6][N:1]=[CH:2][CH:3]=3)=[CH:14][CH:13]=2)=[O:36])[CH:28]=1. Reactant: [N:1]1[CH:6]=[CH:5][C:4]([CH2:7][C:8]2[CH:14]=[CH:13][C:11]([NH2:12])=[CH:10][CH:9]=2)=[CH:3][CH:2]=1.NC1C=CC=CC=1.[NH2:22][C:23]1[CH:28]=[C:27]([Cl:29])[C:26]([N+:30]([O-:32])=[O:31])=[CH:25][C:24]=1[OH:33].C[CH2:35][O:36]C(C)=O. The catalyst class is: 2. (4) Reactant: [CH3:1][N:2]1[C:10]([CH:11]=[C:12]2[CH2:17][CH2:16][N:15]([C:18]([O:20][C:21]([CH3:24])([CH3:23])[CH3:22])=[O:19])[CH2:14][CH2:13]2)=[N:9][C:8]2[C:3]1=[N:4][C:5]([N:31]1[C:35]3[CH:36]=[CH:37][CH:38]=[CH:39][C:34]=3[N:33]=[C:32]1[CH3:40])=[N:6][C:7]=2[N:25]1[CH2:30][CH2:29][O:28][CH2:27][CH2:26]1. Product: [CH3:1][N:2]1[C:10]([CH2:11][CH:12]2[CH2:17][CH2:16][N:15]([C:18]([O:20][C:21]([CH3:24])([CH3:23])[CH3:22])=[O:19])[CH2:14][CH2:13]2)=[N:9][C:8]2[C:3]1=[N:4][C:5]([N:31]1[C:35]3[CH:36]=[CH:37][CH:38]=[CH:39][C:34]=3[N:33]=[C:32]1[CH3:40])=[N:6][C:7]=2[N:25]1[CH2:26][CH2:27][O:28][CH2:29][CH2:30]1. The catalyst class is: 29.